Dataset: Full USPTO retrosynthesis dataset with 1.9M reactions from patents (1976-2016). Task: Predict the reactants needed to synthesize the given product. (1) Given the product [CH3:21][O:20][C:11]1[CH:12]=[CH:13][C:14]2[C:19](=[CH:18][CH:17]=[CH:16][CH:15]=2)[C:10]=1[CH:2]1[N:1]([CH2:32][C:31]2[CH:34]=[CH:35][CH:36]=[C:29]([O:22][C:23]3[CH:28]=[CH:27][CH:26]=[CH:25][CH:24]=3)[CH:30]=2)[C:6](=[O:8])[CH2:5][CH2:4][CH2:3]1, predict the reactants needed to synthesize it. The reactants are: [NH2:1][CH:2]([C:10]1[C:19]2[C:14](=[CH:15][CH:16]=[CH:17][CH:18]=2)[CH:13]=[CH:12][C:11]=1[O:20][CH3:21])[CH2:3][CH2:4][CH2:5][C:6]([O:8]C)=O.[O:22]([C:29]1[CH:30]=[C:31]([CH:34]=[CH:35][CH:36]=1)[CH:32]=O)[C:23]1[CH:28]=[CH:27][CH:26]=[CH:25][CH:24]=1. (2) Given the product [CH:10]1([S:9][C:4]2[C:3]([CH2:2][O:28][C:25]3[CH:26]=[CH:27][C:22]([CH:20]4[CH2:21][CH:19]4[C:17]([OH:18])=[O:16])=[CH:23][C:24]=3[F:29])=[CH:8][CH:7]=[CH:6][N:5]=2)[CH2:13][CH2:12][CH2:11]1, predict the reactants needed to synthesize it. The reactants are: Cl[CH2:2][C:3]1[C:4]([S:9][CH:10]2[CH2:13][CH2:12][CH2:11]2)=[N:5][CH:6]=[CH:7][CH:8]=1.C([O:16][C:17]([CH:19]1[CH2:21][CH:20]1[C:22]1[CH:27]=[CH:26][C:25]([OH:28])=[C:24]([F:29])[CH:23]=1)=[O:18])C. (3) Given the product [Br:1][C:2]1[C:3]([C@@H:9]([NH:19][C:20](=[O:26])[O:21][C:22]([CH3:25])([CH3:24])[CH3:23])[CH2:10][C:11]2[CH:16]=[C:15]([F:17])[CH:14]=[C:13]([F:18])[CH:12]=2)=[N:4][C:5]([N:31]2[CH2:32][C:29]([OH:33])([CH3:28])[CH2:30]2)=[CH:6][CH:7]=1, predict the reactants needed to synthesize it. The reactants are: [Br:1][C:2]1[C:3]([C@@H:9]([NH:19][C:20](=[O:26])[O:21][C:22]([CH3:25])([CH3:24])[CH3:23])[CH2:10][C:11]2[CH:16]=[C:15]([F:17])[CH:14]=[C:13]([F:18])[CH:12]=2)=[N:4][C:5](Br)=[CH:6][CH:7]=1.Cl.[CH3:28][C:29]1([OH:33])[CH2:32][NH:31][CH2:30]1.C(=O)([O-])[O-].[Cs+].[Cs+].C1(P(C2C=CC=CC=2)C2C=CC3C(=CC=CC=3)C=2C2C3C(=CC=CC=3)C=CC=2P(C2C=CC=CC=2)C2C=CC=CC=2)C=CC=CC=1.